Dataset: Forward reaction prediction with 1.9M reactions from USPTO patents (1976-2016). Task: Predict the product of the given reaction. Given the reactants [Br:1]N1C(=O)CCC1=O.[C:9]([O:12][C:13]1[CH:14]=[C:15]2[C:19](=[CH:20][CH:21]=1)[NH:18][C:17]([C:22]([O:24][CH2:25][CH3:26])=[O:23])=[CH:16]2)(=[O:11])[CH3:10].O, predict the reaction product. The product is: [C:9]([O:12][C:13]1[CH:14]=[C:15]2[C:19](=[CH:20][CH:21]=1)[NH:18][C:17]([C:22]([O:24][CH2:25][CH3:26])=[O:23])=[C:16]2[Br:1])(=[O:11])[CH3:10].